This data is from Forward reaction prediction with 1.9M reactions from USPTO patents (1976-2016). The task is: Predict the product of the given reaction. (1) Given the reactants [N+:1]1([O-:9])[C:2]([CH3:8])=[CH:3][CH:4]=[CH:5][C:6]=1[CH3:7].[N+:10]([O-])([OH:12])=[O:11].OS(O)(=O)=O, predict the reaction product. The product is: [CH3:8][C:2]1[CH:3]=[C:4]([N+:10]([O-:12])=[O:11])[CH:5]=[C:6]([CH3:7])[N+:1]=1[O-:9]. (2) Given the reactants [CH2:1]([C:4]1[NH:9][C:8](=O)[N:7]=[C:6]([C:11]2[CH:16]=[CH:15][CH:14]=[C:13]([C:17]([F:20])([F:19])[F:18])[CH:12]=2)[CH:5]=1)[CH2:2][CH3:3].P(Cl)(Cl)([Cl:23])=O, predict the reaction product. The product is: [Cl:23][C:8]1[N:9]=[C:4]([CH2:1][CH2:2][CH3:3])[CH:5]=[C:6]([C:11]2[CH:16]=[CH:15][CH:14]=[C:13]([C:17]([F:20])([F:19])[F:18])[CH:12]=2)[N:7]=1. (3) Given the reactants [Cl:1][C:2]1[CH:7]=[CH:6][C:5]([CH:8]2[C:12]3[N:13]([CH:22]([CH3:24])[CH3:23])[C:14]([C:16]4[CH2:17][CH2:18][O:19][CH2:20][CH:21]=4)=[N:15][C:11]=3[C:10](=[O:25])[NH:9]2)=[CH:4][CH:3]=1, predict the reaction product. The product is: [Cl:1][C:2]1[CH:3]=[CH:4][C:5]([CH:8]2[C:12]3[N:13]([CH:22]([CH3:23])[CH3:24])[C:14]([CH:16]4[CH2:21][CH2:20][O:19][CH2:18][CH2:17]4)=[N:15][C:11]=3[C:10](=[O:25])[NH:9]2)=[CH:6][CH:7]=1. (4) The product is: [N:1]1([C:9]2[CH:14]=[CH:13][C:12]([C:34]3[CH:35]=[CH:36][C:31]([O:30][CH2:29][CH2:28][O:27][CH2:23][CH2:24][CH2:25][CH3:26])=[CH:32][CH:33]=3)=[CH:11][C:10]=2/[CH:16]=[CH:17]/[C:18]([O:20][CH2:21][CH3:22])=[O:19])[CH2:8][CH2:7][CH2:6][CH2:5][CH2:4][CH2:3][CH2:2]1. Given the reactants [N:1]1([C:9]2[CH:14]=[CH:13][C:12](Br)=[CH:11][C:10]=2/[CH:16]=[CH:17]/[C:18]([O:20][CH2:21][CH3:22])=[O:19])[CH2:8][CH2:7][CH2:6][CH2:5][CH2:4][CH2:3][CH2:2]1.[CH2:23]([O:27][CH2:28][CH2:29][O:30][C:31]1[CH:36]=[CH:35][C:34](OB(O)O)=[CH:33][CH:32]=1)[CH2:24][CH2:25][CH3:26].C(=O)([O-])[O-].[K+].[K+], predict the reaction product. (5) Given the reactants Cl.[Cl:2][C:3]1[CH:4]=[C:5]([NH:10][C:11]([N:13]2[CH2:18][CH2:17][NH:16][CH2:15][CH2:14]2)=[O:12])[CH:6]=[CH:7][C:8]=1[Cl:9].[C:19]([O:23][C:24]([N:26]1[CH2:31][CH2:30][O:29][CH:28]([C:32](O)=[O:33])[CH2:27]1)=[O:25])([CH3:22])([CH3:21])[CH3:20].C(N(CC)C(C)C)(C)C.CN(C(ON1N=NC2C=CC=NC1=2)=[N+](C)C)C.F[P-](F)(F)(F)(F)F, predict the reaction product. The product is: [Cl:2][C:3]1[CH:4]=[C:5]([NH:10][C:11]([N:13]2[CH2:18][CH2:17][N:16]([C:32]([CH:28]3[O:29][CH2:30][CH2:31][N:26]([C:24]([O:23][C:19]([CH3:22])([CH3:21])[CH3:20])=[O:25])[CH2:27]3)=[O:33])[CH2:15][CH2:14]2)=[O:12])[CH:6]=[CH:7][C:8]=1[Cl:9]. (6) Given the reactants ClCCl.[CH3:4][O:5][C:6]([C:8]1[NH:9][C:10]2[C:15]([CH:16]=1)=[CH:14][CH:13]=[C:12]([O:17]C)[CH:11]=2)=[O:7].B(Br)(Br)Br, predict the reaction product. The product is: [CH3:4][O:5][C:6]([C:8]1[NH:9][C:10]2[C:15]([CH:16]=1)=[CH:14][CH:13]=[C:12]([OH:17])[CH:11]=2)=[O:7]. (7) The product is: [NH2:19][C:24]1[N:32]([C:33]2[CH:38]=[CH:37][CH:36]=[C:35]([C:39]([F:40])([F:42])[F:41])[CH:34]=2)[C:30]([CH3:31])=[C:29]([C:28]([O:27][CH2:25][CH3:26])=[O:43])[CH:22]([C:21]2[CH:13]=[CH:12][C:11]([C:9]#[N:10])=[CH:18][CH:20]=2)[C:23]=1[C:6]([O:5][CH2:4][CH3:3])=[O:8]. Given the reactants C([CH2:3][CH2:4][O:5][C:6](=[O:8])C)#N.[C:9]([C:11]1[CH:18]=CC(C=O)=[CH:13][CH:12]=1)#[N:10].[NH:19]1[CH2:24][CH2:23][CH2:22][CH2:21][CH2:20]1.[CH2:25]([O:27][C:28](=[O:43])[CH:29]=[C:30]([NH:32][C:33]1[CH:38]=[CH:37][CH:36]=[C:35]([C:39]([F:42])([F:41])[F:40])[CH:34]=1)[CH3:31])[CH3:26], predict the reaction product. (8) Given the reactants C[Si]([C:5]#[C:6][C:7]1[N:12]=[C:11]([C:13]2[N:18]=[CH:17][CH:16]=[CH:15][N:14]=2)[CH:10]=[CH:9][CH:8]=1)(C)C, predict the reaction product. The product is: [C:6]([C:7]1[N:12]=[C:11]([C:13]2[N:18]=[CH:17][CH:16]=[CH:15][N:14]=2)[CH:10]=[CH:9][CH:8]=1)#[CH:5].